Dataset: Forward reaction prediction with 1.9M reactions from USPTO patents (1976-2016). Task: Predict the product of the given reaction. (1) Given the reactants [NH2:1][C:2]1[CH:3]=[CH:4][C:5]([O:13][CH:14]([C:22]2[CH:27]=[CH:26][C:25]([F:28])=[CH:24][CH:23]=2)[C:15]2[CH:20]=[CH:19][C:18]([F:21])=[CH:17][CH:16]=2)=[C:6]([C:8](=O)[CH:9]([CH3:11])[CH3:10])[CH:7]=1.[CH3:29][O:30][C:31]1[CH:32]=[C:33]([N:39]=[C:40]=[O:41])[CH:34]=[CH:35][C:36]=1[O:37][CH3:38], predict the reaction product. The product is: [F:28][C:25]1[CH:24]=[CH:23][C:22]([CH:14]([C:15]2[CH:20]=[CH:19][C:18]([F:21])=[CH:17][CH:16]=2)[O:13][C:5]2[CH:4]=[CH:3][C:2]([NH:1][C:40]([NH:39][C:33]3[CH:34]=[CH:35][C:36]([O:37][CH3:38])=[C:31]([O:30][CH3:29])[CH:32]=3)=[O:41])=[CH:7][C:6]=2[CH2:8][CH:9]([CH3:10])[CH3:11])=[CH:27][CH:26]=1. (2) The product is: [CH2:8]([C:6]1[CH:7]=[C:2]([C:14]#[C:13][Si:15]([CH3:18])([CH3:17])[CH3:16])[N:3]=[CH:4][N:5]=1)[C:9]([CH3:12])([CH3:11])[CH3:10]. Given the reactants Cl[C:2]1[CH:7]=[C:6]([CH2:8][C:9]([CH3:12])([CH3:11])[CH3:10])[N:5]=[CH:4][N:3]=1.[C:13]([Si:15]([CH3:18])([CH3:17])[CH3:16])#[CH:14], predict the reaction product.